This data is from Full USPTO retrosynthesis dataset with 1.9M reactions from patents (1976-2016). The task is: Predict the reactants needed to synthesize the given product. (1) Given the product [Br:11][C:12]1[CH:17]=[C:16]([N+:18]([O-:20])=[O:19])[C:15]([F:21])=[CH:14][C:13]=1[O:8][C:6]1[CH:5]=[CH:4][N:3]=[C:2]([Cl:1])[CH:7]=1, predict the reactants needed to synthesize it. The reactants are: [Cl:1][C:2]1[CH:7]=[C:6]([OH:8])[CH:5]=[CH:4][N:3]=1.[H-].[Na+].[Br:11][C:12]1[C:13](F)=[CH:14][C:15]([F:21])=[C:16]([N+:18]([O-:20])=[O:19])[CH:17]=1. (2) Given the product [CH2:1]([N:3]([C:15]1[CH:20]=[CH:19][C:18]([C:21]([F:23])([F:22])[F:24])=[CH:17][C:16]=1[CH2:25][OH:26])[CH2:4][CH2:5][CH2:6][CH2:7][CH2:8][CH2:9][C:10]([O:12][CH2:13][CH3:14])=[O:11])[CH3:2], predict the reactants needed to synthesize it. The reactants are: [CH2:1]([N:3]([C:15]1[CH:20]=[CH:19][C:18]([C:21]([F:24])([F:23])[F:22])=[CH:17][C:16]=1[CH:25]=[O:26])[CH2:4][CH2:5][CH2:6][CH2:7][CH2:8][CH2:9][C:10]([O:12][CH2:13][CH3:14])=[O:11])[CH3:2].[BH4-].[Na+].[Cl-].[NH4+].C(OCC)(=O)C. (3) Given the product [CH3:39][O:38][C:36]([C:35]1[CH:34]=[CH:33][C:32]([C:2]2[CH:7]=[CH:6][C:5]([CH:8]([C:21]3[CH:26]=[CH:25][CH:24]=[CH:23][C:22]=3[CH3:27])[CH2:9]/[C:10](=[N:11]\[OH:12])/[C:13]3[CH:14]=[CH:15][C:16](=[O:20])[N:17]([CH3:19])[CH:18]=3)=[C:4]([F:28])[CH:3]=2)=[CH:31][C:30]=1[F:29])=[O:37], predict the reactants needed to synthesize it. The reactants are: Br[C:2]1[CH:7]=[CH:6][C:5]([CH:8]([C:21]2[CH:26]=[CH:25][CH:24]=[CH:23][C:22]=2[CH3:27])[CH2:9]/[C:10](/[C:13]2[CH:14]=[CH:15][C:16](=[O:20])[N:17]([CH3:19])[CH:18]=2)=[N:11]\[OH:12])=[C:4]([F:28])[CH:3]=1.[F:29][C:30]1[CH:31]=[C:32](B(O)O)[CH:33]=[CH:34][C:35]=1[C:36]([O:38][CH3:39])=[O:37].O.C(=O)([O-])[O-].[Na+].[Na+]. (4) Given the product [CH:1]1([C:4]([N:6]2[CH2:10][CH2:9][C@@H:8]([CH2:11][N:12]3[C:16]4[CH:17]=[C:18]([C:21]([NH:39][CH3:38])=[O:22])[CH:19]=[CH:20][C:15]=4[N:14]=[C:13]3[C:24]3[CH:25]=[CH:26][C:27]([C:30]4[CH:35]=[CH:34][C:33]([O:36][CH3:37])=[CH:32][CH:31]=4)=[CH:28][CH:29]=3)[CH2:7]2)=[O:5])[CH2:3][CH2:2]1, predict the reactants needed to synthesize it. The reactants are: [CH:1]1([C:4]([N:6]2[CH2:10][CH2:9][C@@H:8]([CH2:11][N:12]3[C:16]4[CH:17]=[C:18]([C:21](O)=[O:22])[CH:19]=[CH:20][C:15]=4[N:14]=[C:13]3[C:24]3[CH:29]=[CH:28][C:27]([C:30]4[CH:35]=[CH:34][C:33]([O:36][CH3:37])=[CH:32][CH:31]=4)=[CH:26][CH:25]=3)[CH2:7]2)=[O:5])[CH2:3][CH2:2]1.[CH3:38][N:39](C(ON1N=NC2C=CC=NC1=2)=[N+](C)C)C.F[P-](F)(F)(F)(F)F.CN.